This data is from Reaction yield outcomes from USPTO patents with 853,638 reactions. The task is: Predict the reaction yield, written as a fraction of the theoretical maximum amount of product (1.0 means a 100% yield; for example, 0.34 means a 34% yield). (1) The reactants are [NH2:1][C:2]1[C:7]([N+:8]([O-])=O)=[C:6]([C:11]2[S:12][CH:13]=[CH:14][CH:15]=2)[CH:5]=[C:4]([NH:16][C:17]([O:19][CH2:20][CH3:21])=[O:18])[N:3]=1.[BH4-].[Na+].[Cl-].[NH4+].C(Cl)Cl. The catalyst is C(O)C.C(OCC)(=O)C.[C].[Pd]. The product is [NH2:1][C:2]1[C:7]([NH2:8])=[C:6]([C:11]2[S:12][CH:13]=[CH:14][CH:15]=2)[CH:5]=[C:4]([NH:16][C:17]([O:19][CH2:20][CH3:21])=[O:18])[N:3]=1. The yield is 0.900. (2) The reactants are [Cl:1][C:2]1[CH:10]=[CH:9][C:5]([C:6](O)=[O:7])=[CH:4][C:3]=1[O:11][CH3:12].B.C1COCC1. The catalyst is C1COCC1. The product is [Cl:1][C:2]1[CH:10]=[CH:9][C:5]([CH2:6][OH:7])=[CH:4][C:3]=1[O:11][CH3:12]. The yield is 0.990. (3) The reactants are [CH2:1]([O:8][C:9]([N:11]1[CH2:33][CH2:32][C:14]2[N:15]=[C:16](S(C)(=O)=O)[N:17]=[C:18]([NH:19][C:20]3[CH:24]=[C:23]([CH:25]4[CH2:27][CH2:26]4)[NH:22][N:21]=3)[C:13]=2[CH2:12]1)=[O:10])[C:2]1[CH:7]=[CH:6][CH:5]=[CH:4][CH:3]=1.[F:34][C:35]1[CH:40]=[CH:39][C:38]([C@@H:41]([NH2:43])[CH3:42])=[CH:37][CH:36]=1.CCN(C(C)C)C(C)C. The catalyst is CCCCO. The product is [CH2:1]([O:8][C:9]([N:11]1[CH2:33][CH2:32][C:14]2[N:15]=[C:16]([NH:43][C@H:41]([C:38]3[CH:39]=[CH:40][C:35]([F:34])=[CH:36][CH:37]=3)[CH3:42])[N:17]=[C:18]([NH:19][C:20]3[CH:24]=[C:23]([CH:25]4[CH2:27][CH2:26]4)[NH:22][N:21]=3)[C:13]=2[CH2:12]1)=[O:10])[C:2]1[CH:7]=[CH:6][CH:5]=[CH:4][CH:3]=1. The yield is 0.540. (4) The reactants are [CH3:1][O:2][C@@H:3]([C@@H:33]([N:38]([CH3:46])[C:39](=[O:45])[C@H:40]([CH:42]([CH3:44])[CH3:43])[NH2:41])[C@@H:34]([CH3:37])[CH2:35][CH3:36])[CH2:4][C:5]([N:7]1[CH2:11][CH2:10][CH2:9][C@H:8]1[C@H:12]([O:31][CH3:32])[C@@H:13]([CH3:30])[C:14](=[O:29])[NH:15][C@H:16]([C:24]1[S:25][CH:26]=[CH:27][N:28]=1)[CH2:17][C:18]1[CH:23]=[CH:22][CH:21]=[CH:20][CH:19]=1)=[O:6].[C:47]([O:51][C:52]([N:54]([CH3:61])[C:55]([CH3:60])([C:57](O)=[O:58])[CH3:56])=[O:53])([CH3:50])([CH3:49])[CH3:48].C(N(C(C)C)CC)(C)C.CN(C(ON1N=NC2C=CC=NC1=2)=[N+](C)C)C.F[P-](F)(F)(F)(F)F. The catalyst is ClCCl. The product is [C:47]([O:51][C:52]([N:54]([CH3:61])[C:55]([CH3:60])([C:57]([NH:41][C@H:40]([C:39]([N:38]([C@@H:33]([C@@H:34]([CH3:37])[CH2:35][CH3:36])[C@H:3]([O:2][CH3:1])[CH2:4][C:5]([N:7]1[CH2:11][CH2:10][CH2:9][C@H:8]1[C@H:12]([O:31][CH3:32])[C@@H:13]([CH3:30])[C:14](=[O:29])[NH:15][C@H:16]([C:24]1[S:25][CH:26]=[CH:27][N:28]=1)[CH2:17][C:18]1[CH:19]=[CH:20][CH:21]=[CH:22][CH:23]=1)=[O:6])[CH3:46])=[O:45])[CH:42]([CH3:44])[CH3:43])=[O:58])[CH3:56])=[O:53])([CH3:50])([CH3:49])[CH3:48]. The yield is 0.500. (5) The reactants are C[O:2][C:3]([C:5]1[O:6][C:7]([NH:10][C:11]([C@H:13]2[C@H:17]([C:18]3[CH:23]=[CH:22][CH:21]=[C:20]([Cl:24])[C:19]=3[F:25])[C@:16]([C:28]3[CH:33]=[CH:32][C:31]([Cl:34])=[CH:30][C:29]=3[F:35])([C:26]#[N:27])[C@H:15]([CH2:36][C:37]([CH3:40])([CH3:39])[CH3:38])[NH:14]2)=[O:12])=[CH:8][CH:9]=1)=[O:4].[Li+].[OH-].Cl. The catalyst is O1CCCC1. The product is [Cl:24][C:20]1[C:19]([F:25])=[C:18]([C@@H:17]2[C@:16]([C:28]3[CH:33]=[CH:32][C:31]([Cl:34])=[CH:30][C:29]=3[F:35])([C:26]#[N:27])[C@H:15]([CH2:36][C:37]([CH3:40])([CH3:39])[CH3:38])[NH:14][C@H:13]2[C:11]([NH:10][C:7]2[O:6][C:5]([C:3]([OH:4])=[O:2])=[CH:9][CH:8]=2)=[O:12])[CH:23]=[CH:22][CH:21]=1. The yield is 0.740. (6) The reactants are [Cl:1][C:2]1[C:3]([N+:11]([O-:13])=[O:12])=[C:4]([CH:8]=[CH:9][CH:10]=1)[C:5]([OH:7])=[O:6].[Si](C=[N+]=[N-])(C)(C)[CH3:15].CC(O)=O. The catalyst is CO.C(#N)C. The product is [Cl:1][C:2]1[C:3]([N+:11]([O-:13])=[O:12])=[C:4]([CH:8]=[CH:9][CH:10]=1)[C:5]([O:7][CH3:15])=[O:6]. The yield is 0.740.